This data is from Catalyst prediction with 721,799 reactions and 888 catalyst types from USPTO. The task is: Predict which catalyst facilitates the given reaction. (1) The catalyst class is: 502. Reactant: [CH3:1][N:2]1[CH:6]=[C:5]([C:7](=O)[CH2:8][C:9](=O)[C:10]([O:12][CH2:13][CH3:14])=[O:11])[N:4]=[CH:3]1.[NH:17]([C:19]1[CH:20]=[CH:21][C:22]([CH3:25])=[N:23][CH:24]=1)[NH2:18].C(Cl)(Cl)Cl.C(=O)(O)[O-].[Na+]. Product: [CH3:1][N:2]1[CH:6]=[C:5]([C:7]2[N:17]([C:19]3[CH:24]=[N:23][C:22]([CH3:25])=[CH:21][CH:20]=3)[N:18]=[C:9]([C:10]([O:12][CH2:13][CH3:14])=[O:11])[CH:8]=2)[N:4]=[CH:3]1. (2) Reactant: [CH2:1]([O:3][C:4]1[CH:5]=[C:6]([C@@H:12]2[C@H:17]([NH:18][C:19]([C:21]3[CH:30]=[CH:29][C:24]([C:25]([O:27][CH3:28])=[O:26])=[CH:23][CH:22]=3)=O)[CH2:16][CH2:15][S:14](=[O:32])(=[O:31])[CH2:13]2)[CH:7]=[CH:8][C:9]=1[O:10][CH3:11])[CH3:2].C([O-])([O-])=O.[K+].[K+].O=P(Cl)(Cl)Cl. Product: [CH2:1]([O:3][C:4]1[C:9]([O:10][CH3:11])=[CH:8][C:7]2[C:19]([C:21]3[CH:30]=[CH:29][C:24]([C:25]([O:27][CH3:28])=[O:26])=[CH:23][CH:22]=3)=[N:18][C@@H:17]3[CH2:16][CH2:15][S:14](=[O:32])(=[O:31])[CH2:13][C@@H:12]3[C:6]=2[CH:5]=1)[CH3:2]. The catalyst class is: 10. (3) Reactant: [NH:1]([C:28]([O:30][CH2:31][CH:32]1[C:44]2[C:39](=[CH:40][CH:41]=[CH:42][CH:43]=2)[C:38]2[C:33]1=[CH:34][CH:35]=[CH:36][CH:37]=2)=[O:29])[C@H:2]([C:25]([OH:27])=[O:26])[CH2:3][CH2:4][CH2:5][CH2:6][NH:7][C:8]([O:10][CH2:11][CH:12]1[C:24]2[C:19](=[CH:20][CH:21]=[CH:22][CH:23]=2)[C:18]2[C:13]1=[CH:14][CH:15]=[CH:16][CH:17]=2)=[O:9].[NH:45]([C:53]([O:55][C:56]([CH3:59])([CH3:58])[CH3:57])=[O:54])[C@H:46]([C:50]([OH:52])=[O:51])[CH:47]([CH3:49])[CH3:48]. Product: [NH:1]([C:28]([O:30][CH2:31][CH:32]1[C:44]2[C:39](=[CH:40][CH:41]=[CH:42][CH:43]=2)[C:38]2[C:33]1=[CH:34][CH:35]=[CH:36][CH:37]=2)=[O:29])[C@H:2]([C:25]([OH:27])=[O:26])[CH2:3][CH2:4][CH2:5][CH2:6][NH:7][C:8]([O:10][CH2:11][CH:12]1[C:24]2[C:19](=[CH:20][CH:21]=[CH:22][CH:23]=2)[C:18]2[C:13]1=[CH:14][CH:15]=[CH:16][CH:17]=2)=[O:9].[NH:45]([C:53]([O:55][C:56]([CH3:58])([CH3:57])[CH3:59])=[O:54])[C@H:46]([C:50]([OH:52])=[O:51])[CH:47]([CH3:49])[CH3:48]. The catalyst class is: 3. (4) Reactant: Cl.Cl[CH2:3][C:4]1[CH:13]=[CH:12][C:11]2[C:6](=[CH:7][CH:8]=[CH:9][CH:10]=2)[N:5]=1.C(=O)([O-])[O-].[K+].[K+].[N:20]1(C(OC(C)(C)C)=O)[CH2:25][CH2:24][NH:23][CH2:22][CH2:21]1. Product: [N:20]1([CH2:3][C:4]2[CH:13]=[CH:12][C:11]3[C:6](=[CH:7][CH:8]=[CH:9][CH:10]=3)[N:5]=2)[CH2:25][CH2:24][NH:23][CH2:22][CH2:21]1. The catalyst class is: 21. (5) Reactant: C[O:2][C:3](=O)[CH2:4][O:5][C:6]1[CH:14]=[C:13]2[C:9]([C:10]([C:36](=[O:38])[NH2:37])=[CH:11][N:12]2[CH2:15][C:16]([N:18]2[CH2:22][C@H:21]([F:23])[CH2:20][C@H:19]2[C:24](=[O:35])[NH:25][CH2:26][C:27]2[CH:32]=[CH:31][CH:30]=[C:29]([Cl:33])[C:28]=2[F:34])=[O:17])=[CH:8][CH:7]=1.[Li+].[BH4-]. Product: [Cl:33][C:29]1[C:28]([F:34])=[C:27]([CH:32]=[CH:31][CH:30]=1)[CH2:26][NH:25][C:24]([C@@H:19]1[CH2:20][C@@H:21]([F:23])[CH2:22][N:18]1[C:16](=[O:17])[CH2:15][N:12]1[C:13]2[C:9](=[CH:8][CH:7]=[C:6]([O:5][CH2:4][CH2:3][OH:2])[CH:14]=2)[C:10]([C:36]([NH2:37])=[O:38])=[CH:11]1)=[O:35]. The catalyst class is: 1. (6) Reactant: [CH3:1][C:2]1[C:3]([CH2:8][N:9]([CH2:16][C:17]2[C:22]([CH3:23])=[CH:21][CH:20]=[CH:19][N:18]=2)[CH:10]2[CH2:15][CH2:14][NH:13][CH2:12][CH2:11]2)=[N:4][CH:5]=[CH:6][CH:7]=1.CCN(CC)CC.Br[CH2:32][CH2:33][OH:34].C([O-])(O)=O.[Na+]. Product: [CH3:1][C:2]1[C:3]([CH2:8][N:9]([CH2:16][C:17]2[C:22]([CH3:23])=[CH:21][CH:20]=[CH:19][N:18]=2)[CH:10]2[CH2:15][CH2:14][N:13]([CH2:32][CH2:33][OH:34])[CH2:12][CH2:11]2)=[N:4][CH:5]=[CH:6][CH:7]=1. The catalyst class is: 23. (7) The catalyst class is: 216. Product: [Cl:32][C:18]1[CH:19]=[C:20]([N:24]2[C:29](=[O:30])[NH:28][C:27](=[O:31])[CH:26]=[N:25]2)[CH:21]=[C:22]([Cl:23])[C:17]=1[O:16][C:14]1[CH:13]=[CH:12][C:11]([OH:33])=[C:10]([C:9]([N:45]2[CH2:46][C@H:47]([CH3:49])[CH2:48][C@H:43]([CH3:42])[CH2:44]2)=[O:8])[CH:15]=1. Reactant: O=C1CCC(=O)N1[O:8][C:9](=O)[C:10]1[CH:15]=[C:14]([O:16][C:17]2[C:22]([Cl:23])=[CH:21][C:20]([N:24]3[C:29](=[O:30])[NH:28][C:27](=[O:31])[CH:26]=[N:25]3)=[CH:19][C:18]=2[Cl:32])[CH:13]=[CH:12][C:11]=1[OH:33].C(N(CC)CC)C.[CH3:42][C@H:43]1[CH2:48][C@@H:47]([CH3:49])[CH2:46][NH:45][CH2:44]1.